Task: Regression. Given two drug SMILES strings and cell line genomic features, predict the synergy score measuring deviation from expected non-interaction effect.. Dataset: NCI-60 drug combinations with 297,098 pairs across 59 cell lines (1) Drug 1: CC(C)NC(=O)C1=CC=C(C=C1)CNNC.Cl. Drug 2: N.N.Cl[Pt+2]Cl. Cell line: EKVX. Synergy scores: CSS=8.27, Synergy_ZIP=-0.190, Synergy_Bliss=3.30, Synergy_Loewe=-2.94, Synergy_HSA=0.0290. (2) Drug 1: CC1=C(C(=CC=C1)Cl)NC(=O)C2=CN=C(S2)NC3=CC(=NC(=N3)C)N4CCN(CC4)CCO. Drug 2: C(=O)(N)NO. Cell line: CAKI-1. Synergy scores: CSS=34.2, Synergy_ZIP=0.616, Synergy_Bliss=1.78, Synergy_Loewe=-20.6, Synergy_HSA=0.909. (3) Drug 1: CC1=C(C(CCC1)(C)C)C=CC(=CC=CC(=CC(=O)O)C)C. Drug 2: C1=NC2=C(N=C(N=C2N1C3C(C(C(O3)CO)O)F)Cl)N. Cell line: NCI-H522. Synergy scores: CSS=0.472, Synergy_ZIP=0.294, Synergy_Bliss=1.11, Synergy_Loewe=-12.8, Synergy_HSA=-2.79. (4) Drug 1: CCC1(CC2CC(C3=C(CCN(C2)C1)C4=CC=CC=C4N3)(C5=C(C=C6C(=C5)C78CCN9C7C(C=CC9)(C(C(C8N6C=O)(C(=O)OC)O)OC(=O)C)CC)OC)C(=O)OC)O.OS(=O)(=O)O. Drug 2: CC1=C(C=C(C=C1)C(=O)NC2=CC(=CC(=C2)C(F)(F)F)N3C=C(N=C3)C)NC4=NC=CC(=N4)C5=CN=CC=C5. Cell line: HCC-2998. Synergy scores: CSS=25.2, Synergy_ZIP=-2.24, Synergy_Bliss=1.49, Synergy_Loewe=-6.96, Synergy_HSA=1.54. (5) Drug 1: C1CN(CCN1C(=O)CCBr)C(=O)CCBr. Drug 2: COCCOC1=C(C=C2C(=C1)C(=NC=N2)NC3=CC=CC(=C3)C#C)OCCOC.Cl. Cell line: LOX IMVI. Synergy scores: CSS=11.2, Synergy_ZIP=-8.17, Synergy_Bliss=-4.42, Synergy_Loewe=-9.55, Synergy_HSA=-7.05. (6) Drug 1: C1C(C(OC1N2C=C(C(=O)NC2=O)F)CO)O. Drug 2: CN(CCCl)CCCl.Cl. Cell line: SK-MEL-28. Synergy scores: CSS=19.2, Synergy_ZIP=-7.80, Synergy_Bliss=1.67, Synergy_Loewe=-3.04, Synergy_HSA=1.08. (7) Drug 1: CN(C)N=NC1=C(NC=N1)C(=O)N. Drug 2: CC1C(C(CC(O1)OC2CC(CC3=C2C(=C4C(=C3O)C(=O)C5=C(C4=O)C(=CC=C5)OC)O)(C(=O)CO)O)N)O.Cl. Cell line: SNB-19. Synergy scores: CSS=33.5, Synergy_ZIP=-0.889, Synergy_Bliss=-3.30, Synergy_Loewe=-37.6, Synergy_HSA=-3.54.